This data is from Full USPTO retrosynthesis dataset with 1.9M reactions from patents (1976-2016). The task is: Predict the reactants needed to synthesize the given product. (1) Given the product [CH2:1]([O:8][C:9]([C@H:11]1[CH2:14][C@@H:13]([O:15][S:24]([CH3:23])(=[O:26])=[O:25])[CH2:12]1)=[O:10])[C:2]1[CH:7]=[CH:6][CH:5]=[CH:4][CH:3]=1, predict the reactants needed to synthesize it. The reactants are: [CH2:1]([O:8][C:9]([C@H:11]1[CH2:14][C@@H:13]([OH:15])[CH2:12]1)=[O:10])[C:2]1[CH:7]=[CH:6][CH:5]=[CH:4][CH:3]=1.C(N(CC)CC)C.[CH3:23][S:24](Cl)(=[O:26])=[O:25]. (2) The reactants are: [O-2].[O-2].[O-2].[O-2].[O-2].[V+5:6].[V+5].[C:8]([OH:13])(=[O:12])[C:9]([OH:11])=[O:10]. Given the product [C:8]([O-:13])(=[O:12])[C:9]([O-:11])=[O:10].[V+5:6].[C:8]([O-:13])(=[O:12])[C:9]([O-:11])=[O:10].[C:8]([O-:13])(=[O:12])[C:9]([O-:11])=[O:10].[C:8]([O-:13])(=[O:12])[C:9]([O-:11])=[O:10].[C:8]([O-:13])(=[O:12])[C:9]([O-:11])=[O:10].[V+5:6], predict the reactants needed to synthesize it. (3) Given the product [Cl:30][C:25]1[CH:24]=[C:23]([CH2:22][C:16]2[C:13]([CH3:14])=[N:2][N:1]([C:3]3[NH:7][C:6]4[CH:8]=[CH:9][C:10]([CH3:12])=[CH:11][C:5]=4[N:4]=3)[C:17]=2[OH:18])[CH:28]=[CH:27][C:26]=1[Cl:29], predict the reactants needed to synthesize it. The reactants are: [NH:1]([C:3]1[NH:7][C:6]2[CH:8]=[CH:9][C:10]([CH3:12])=[CH:11][C:5]=2[N:4]=1)[NH2:2].[C:13]([CH:16]([CH2:22][C:23]1[CH:28]=[CH:27][C:26]([Cl:29])=[C:25]([Cl:30])[CH:24]=1)[C:17](OCC)=[O:18])(=O)[CH3:14]. (4) Given the product [F:11][C:8]1[CH:9]=[CH:10][C:5]([CH:3]([OH:4])[CH:2]([NH:1][C:30](=[O:31])[CH2:29][C:23]2[CH:28]=[CH:27][CH:26]=[CH:25][CH:24]=2)[CH2:12][C:13]2[CH:18]=[CH:17][C:16]([C:19]([F:22])([F:20])[F:21])=[CH:15][CH:14]=2)=[CH:6][CH:7]=1, predict the reactants needed to synthesize it. The reactants are: [NH2:1][CH:2]([CH2:12][C:13]1[CH:18]=[CH:17][C:16]([C:19]([F:22])([F:21])[F:20])=[CH:15][CH:14]=1)[CH:3]([C:5]1[CH:10]=[CH:9][C:8]([F:11])=[CH:7][CH:6]=1)[OH:4].[C:23]1([CH2:29][C:30](Cl)=[O:31])[CH:28]=[CH:27][CH:26]=[CH:25][CH:24]=1.C(=O)([O-])O.[Na+]. (5) Given the product [Cl:14][C:15]1[CH:20]=[CH:19][C:18]([C:21]2[NH:13][C:12]3[N:11]([N:10]=[CH:9][C:8]=3[C:7]3[N:3]([CH2:1][CH3:2])[N:4]=[CH:5][CH:6]=3)[C:23](=[O:24])[CH:22]=2)=[CH:17][C:16]=1[O:29][CH3:30], predict the reactants needed to synthesize it. The reactants are: [CH2:1]([N:3]1[C:7]([C:8]2[CH:9]=[N:10][NH:11][C:12]=2[NH2:13])=[CH:6][CH:5]=[N:4]1)[CH3:2].[Cl:14][C:15]1[CH:20]=[CH:19][C:18]([C:21](=O)[CH2:22][C:23](OCC)=[O:24])=[CH:17][C:16]=1[O:29][CH3:30].CC1C=CC(S(O)(=O)=O)=CC=1. (6) Given the product [F:50][C:51]1[CH:56]=[CH:55][C:54]([C@@H:57]([NH:59][C:32](=[O:34])/[C:31](=[CH:35]/[C:36]2[CH:41]=[CH:40][C:39]([N:42]3[CH:46]=[N:45][C:44]([CH3:47])=[N:43]3)=[C:38]([O:48][CH3:49])[CH:37]=2)/[CH2:30][CH2:29][CH2:28][Cl:27])[CH3:58])=[CH:53][CH:52]=1, predict the reactants needed to synthesize it. The reactants are: C1C=CC2N(O)N=NC=2C=1.C(N(C(C)C)CC)(C)C.FC(F)(F)C(O)=O.[Cl:27][CH2:28][CH2:29][CH2:30]/[C:31](=[CH:35]\[C:36]1[CH:41]=[CH:40][C:39]([N:42]2[CH:46]=[N:45][C:44]([CH3:47])=[N:43]2)=[C:38]([O:48][CH3:49])[CH:37]=1)/[C:32]([OH:34])=O.[F:50][C:51]1[CH:56]=[CH:55][C:54]([C@@H:57]([NH2:59])[CH3:58])=[CH:53][CH:52]=1.C(=O)(O)[O-].[Na+].